From a dataset of Full USPTO retrosynthesis dataset with 1.9M reactions from patents (1976-2016). Predict the reactants needed to synthesize the given product. (1) Given the product [NH2:39][C:25]1[CH:24]=[CH:23][C:22]2[C:27](=[CH:28][CH:29]=[C:20]([CH2:19][N:14]3[CH2:15][CH2:16][NH:11][CH2:12][C:13]3=[O:17])[CH:21]=2)[N:26]=1, predict the reactants needed to synthesize it. The reactants are: C(OC([N:11]1[CH2:16][CH2:15][NH:14][C:13](=[O:17])[CH2:12]1)=O)C1C=CC=CC=1.Br[CH2:19][C:20]1[CH:21]=[C:22]2[C:27](=[CH:28][CH:29]=1)[N:26]=[C:25](Cl)[CH:24]=[CH:23]2.C1COCC1.[H-].[Na+].C[N:39](C=O)C. (2) Given the product [CH3:1][N:2]([CH3:6])[CH2:3][CH2:4][NH:5][C:8]1[N:9]=[N+:10]([O-:21])[C:11]2[CH:17]=[C:16]3[O:18][CH2:19][O:20][C:15]3=[CH:14][C:12]=2[N:13]=1, predict the reactants needed to synthesize it. The reactants are: [CH3:1][N:2]([CH3:6])[CH2:3][CH2:4][NH2:5].Cl[C:8]1[N:9]=[N+:10]([O-:21])[C:11]2[CH:17]=[C:16]3[O:18][CH2:19][O:20][C:15]3=[CH:14][C:12]=2[N:13]=1. (3) Given the product [F:1][C:2]1[CH:10]=[CH:9][CH:8]=[C:7]([F:11])[C:3]=1[C:4]([NH:29][C:26]1[CH:25]=[CH:24][C:23]([C:15]2[CH:16]=[C:17]3[C:21](=[CH:22][C:14]=2[O:13][CH3:12])[CH2:20][CH2:19][CH2:18]3)=[CH:28][N:27]=1)=[O:5], predict the reactants needed to synthesize it. The reactants are: [F:1][C:2]1[CH:10]=[CH:9][CH:8]=[C:7]([F:11])[C:3]=1[C:4](Cl)=[O:5].[CH3:12][O:13][C:14]1[CH:22]=[C:21]2[C:17]([CH2:18][CH2:19][CH2:20]2)=[CH:16][C:15]=1[C:23]1[CH:24]=[CH:25][C:26]([NH2:29])=[N:27][CH:28]=1.CCN(C(C)C)C(C)C. (4) Given the product [F:1][C:2]1[CH:3]=[C:4]([NH2:16])[C:5]([NH2:15])=[CH:6][C:7]=1[N:8]1[CH2:14][CH2:13][CH2:12][O:11][CH2:10][CH2:9]1, predict the reactants needed to synthesize it. The reactants are: [F:1][C:2]1[C:7]([N:8]2[CH2:14][CH2:13][CH2:12][O:11][CH2:10][CH2:9]2)=[CH:6][C:5]([NH2:15])=[C:4]([N+:16]([O-])=O)[CH:3]=1.[H][H].